Dataset: Forward reaction prediction with 1.9M reactions from USPTO patents (1976-2016). Task: Predict the product of the given reaction. (1) Given the reactants Cl[C:2]1[C:7]([N+:8]([O-:10])=[O:9])=[C:6]([NH:11][C@H:12]([C:14]2[N:15]([C:29]3[CH:34]=[CH:33][CH:32]=[CH:31][CH:30]=3)[C:16](=[O:28])[C:17]3[C:22]([CH:23]=2)=[CH:21][CH:20]=[CH:19][C:18]=3[C:24]([F:27])([F:26])[F:25])[CH3:13])[CH:5]=[CH:4][N:3]=1.[SH-:35].[Na+], predict the reaction product. The product is: [SH:35][C:2]1[C:7]([N+:8]([O-:10])=[O:9])=[C:6]([NH:11][C@H:12]([C:14]2[N:15]([C:29]3[CH:34]=[CH:33][CH:32]=[CH:31][CH:30]=3)[C:16](=[O:28])[C:17]3[C:22]([CH:23]=2)=[CH:21][CH:20]=[CH:19][C:18]=3[C:24]([F:27])([F:26])[F:25])[CH3:13])[CH:5]=[CH:4][N:3]=1. (2) Given the reactants [CH2:1]([O:3][C:4](=[O:9])[CH2:5][C:6]([O-:8])=O)[CH3:2].[K+].C(N(CC)CC)C.[Cl-].[Mg+2].[Cl-].[Cl:21][C:22]1[CH:26]=[CH:25][S:24][C:23]=1C(Cl)=O.Cl, predict the reaction product. The product is: [Cl:21][C:22]1[CH:26]=[CH:25][S:24][C:23]=1[C:6](=[O:8])[CH2:5][C:4]([O:3][CH2:1][CH3:2])=[O:9]. (3) Given the reactants Br[C:2]1[C:7]([CH3:8])=[CH:6][C:5]([C:9]([CH3:12])([CH3:11])[CH3:10])=[CH:4][C:3]=1[CH3:13].[ClH:14], predict the reaction product. The product is: [Cl:14][C:2]1[C:7]([CH3:8])=[CH:6][C:5]([C:9]([CH3:12])([CH3:11])[CH3:10])=[CH:4][C:3]=1[CH3:13]. (4) Given the reactants [OH:1][C@@H:2]1[CH2:7][CH2:6][C@H:5]([N:8]2[CH2:12][CH2:11][C:10]3([CH2:17][CH2:16][N:15]([C:18]4[C:23]([CH3:24])=[CH:22][C:21]([N+:25]([O-])=O)=[CH:20][N:19]=4)[CH2:14][CH2:13]3)[C:9]2=[O:28])[CH2:4][CH2:3]1, predict the reaction product. The product is: [NH2:25][C:21]1[CH:22]=[C:23]([CH3:24])[C:18]([N:15]2[CH2:16][CH2:17][C:10]3([C:9](=[O:28])[N:8]([C@H:5]4[CH2:4][CH2:3][C@@H:2]([OH:1])[CH2:7][CH2:6]4)[CH2:12][CH2:11]3)[CH2:13][CH2:14]2)=[N:19][CH:20]=1. (5) Given the reactants [C:1]1([CH3:9])[C:2]([C:7]#[N:8])=[CH:3][CH:4]=[CH:5][CH:6]=1.CN1CCCN(C)C1=O.[Li+].CC([N-]C(C)C)C.CN(OC)[C:29]([CH:31]1[CH2:36][CH2:35][CH2:34][CH2:33][CH2:32]1)=[O:30], predict the reaction product. The product is: [CH:31]1([C:29](=[O:30])[CH2:9][C:1]2[CH:6]=[CH:5][CH:4]=[CH:3][C:2]=2[C:7]#[N:8])[CH2:36][CH2:35][CH2:34][CH2:33][CH2:32]1. (6) Given the reactants [CH:1]1([C:4]2[C:5]([CH2:17][O:18][C:19]3[CH:24]=[CH:23][C:22]([C:25](=[O:28])[CH2:26][CH3:27])=[CH:21][C:20]=3[CH3:29])=[C:6]([N:10]3[C:14](=[O:15])[N:13]([CH3:16])[N:12]=[N:11]3)[CH:7]=[CH:8][CH:9]=2)[CH2:3][CH2:2]1.[C:30]([O:35][CH2:36][CH3:37])(=[O:34])[C:31]([O-:33])=O.CC(C)([O-])C.[K+].Cl, predict the reaction product. The product is: [CH2:36]([O:35][C:30](=[O:34])[C:31](=[O:33])[CH:26]([CH3:27])[C:25]([C:22]1[CH:23]=[CH:24][C:19]([O:18][CH2:17][C:5]2[C:6]([N:10]3[C:14](=[O:15])[N:13]([CH3:16])[N:12]=[N:11]3)=[CH:7][CH:8]=[CH:9][C:4]=2[CH:1]2[CH2:3][CH2:2]2)=[C:20]([CH3:29])[CH:21]=1)=[O:28])[CH3:37]. (7) Given the reactants [NH2:1][C:2]1[CH:11]=[CH:10][C:5]([C:6]([O:8][CH3:9])=[O:7])=[CH:4][C:3]=1[O:12][CH:13]([F:15])[F:14].Cl[C:17]1[N:22]=[C:21]([NH:23][CH3:24])[C:20]([Cl:25])=[CH:19][N:18]=1.Cl.O1CCOCC1, predict the reaction product. The product is: [Cl:25][C:20]1[C:21]([NH:23][CH3:24])=[N:22][C:17]([NH:1][C:2]2[CH:11]=[CH:10][C:5]([C:6]([O:8][CH3:9])=[O:7])=[CH:4][C:3]=2[O:12][CH:13]([F:14])[F:15])=[N:18][CH:19]=1.